From a dataset of Forward reaction prediction with 1.9M reactions from USPTO patents (1976-2016). Predict the product of the given reaction. Given the reactants [CH2:1]([O:8][C@@H:9]1[C@@H:15]([O:16][CH2:17][C:18]2[CH:23]=[CH:22][CH:21]=[CH:20][CH:19]=2)[C@:14]2([C:25]3[CH:30]=[CH:29][C:28]([Cl:31])=[C:27]([CH2:32][C:33]4[CH:38]=[CH:37][C:36]([O:39][CH2:40][CH3:41])=[CH:35][CH:34]=4)[CH:26]=3)[O:24][C@@:11]([CH2:42][OH:43])([CH2:12][O:13]2)[C@H:10]1[OH:44])[C:2]1[CH:7]=[CH:6][CH:5]=[CH:4][CH:3]=1.[Si:45](Cl)([C:48]([CH3:51])([CH3:50])[CH3:49])([CH3:47])[CH3:46].N1C=CN=C1.[Na], predict the reaction product. The product is: [CH2:1]([O:8][C@@H:9]1[C@@H:15]([O:16][CH2:17][C:18]2[CH:19]=[CH:20][CH:21]=[CH:22][CH:23]=2)[C@:14]2([C:25]3[CH:30]=[CH:29][C:28]([Cl:31])=[C:27]([CH2:32][C:33]4[CH:34]=[CH:35][C:36]([O:39][CH2:40][CH3:41])=[CH:37][CH:38]=4)[CH:26]=3)[O:24][C@@:11]([CH2:42][O:43][Si:45]([C:48]([CH3:51])([CH3:50])[CH3:49])([CH3:47])[CH3:46])([CH2:12][O:13]2)[C@H:10]1[OH:44])[C:2]1[CH:7]=[CH:6][CH:5]=[CH:4][CH:3]=1.